This data is from Full USPTO retrosynthesis dataset with 1.9M reactions from patents (1976-2016). The task is: Predict the reactants needed to synthesize the given product. (1) The reactants are: [CH3:1][C@@H:2]1[CH2:7][CH:6]([NH:8]C(=O)OC(C)(C)C)[CH2:5][C@H:4]([CH3:16])[O:3]1.[ClH:17]. Given the product [CH3:1][C@@H:2]1[CH2:7][CH:6]([NH2:8])[CH2:5][C@H:4]([CH3:16])[O:3]1.[ClH:17], predict the reactants needed to synthesize it. (2) Given the product [F:52][CH2:51][C@@:11]1([C:9]([O:8][CH2:1][C:2]2[CH:3]=[CH:4][CH:5]=[CH:6][CH:7]=2)=[O:10])[CH2:16][CH2:15][C:14]([C:17]2[C:18]([CH3:50])([CH3:49])[C@H:19]3[C@:32]([CH3:35])([CH2:33][CH:34]=2)[C@@H:31]2[C@:22]([CH3:48])([C@@:23]4([CH3:47])[C@H:28]([CH2:29][CH2:30]2)[C@H:27]2[C@H:36]([C:39]([CH3:41])=[CH2:40])[CH2:37][CH2:38][C@:26]2([NH:42][CH2:43][C:44]([N:64]2[CH2:65][CH2:66][C:61]([OH:67])([CH3:60])[CH2:62][CH2:63]2)=[O:46])[CH2:25][CH2:24]4)[CH2:21][CH2:20]3)=[CH:13][CH2:12]1, predict the reactants needed to synthesize it. The reactants are: [CH2:1]([O:8][C:9]([C@:11]1([CH2:51][F:52])[CH2:16][CH2:15][C:14]([C:17]2[C:18]([CH3:50])([CH3:49])[C@H:19]3[C@:32]([CH3:35])([CH2:33][CH:34]=2)[C@@H:31]2[C@:22]([CH3:48])([C@@:23]4([CH3:47])[C@H:28]([CH2:29][CH2:30]2)[C@H:27]2[C@H:36]([C:39]([CH3:41])=[CH2:40])[CH2:37][CH2:38][C@:26]2([NH:42][CH2:43][C:44]([OH:46])=O)[CH2:25][CH2:24]4)[CH2:21][CH2:20]3)=[CH:13][CH2:12]1)=[O:10])[C:2]1[CH:7]=[CH:6][CH:5]=[CH:4][CH:3]=1.C(O)(C(F)(F)F)=O.[CH3:60][C:61]1([OH:67])[CH2:66][CH2:65][NH:64][CH2:63][CH2:62]1.CN(C(ON1N=NC2C=CC=NC1=2)=[N+](C)C)C.F[P-](F)(F)(F)(F)F.CCN(C(C)C)C(C)C. (3) Given the product [CH2:1]([O:3][C:4](=[O:30])[CH2:5][CH2:6][C:7]1[N:8]([C:20]2[CH:25]=[CH:24][C:23]([C:26](=[O:28])[NH2:27])=[CH:22][C:21]=2[CH3:29])[C:9]([C:12]2[CH:13]=[CH:14][C:15]([C:18]3[N:31]=[N:32][NH:33][N:19]=3)=[CH:16][CH:17]=2)=[CH:10][CH:11]=1)[CH3:2], predict the reactants needed to synthesize it. The reactants are: [CH2:1]([O:3][C:4](=[O:30])[CH2:5][CH2:6][C:7]1[N:8]([C:20]2[CH:25]=[CH:24][C:23]([C:26](=[O:28])[NH2:27])=[CH:22][C:21]=2[CH3:29])[C:9]([C:12]2[CH:17]=[CH:16][C:15]([C:18]#[N:19])=[CH:14][CH:13]=2)=[CH:10][CH:11]=1)[CH3:2].[N-:31]=[N+:32]=[N-:33].[Na+].[Cl-].[NH4+].Cl.